Dataset: NCI-60 drug combinations with 297,098 pairs across 59 cell lines. Task: Regression. Given two drug SMILES strings and cell line genomic features, predict the synergy score measuring deviation from expected non-interaction effect. (1) Drug 1: CN1CCC(CC1)COC2=C(C=C3C(=C2)N=CN=C3NC4=C(C=C(C=C4)Br)F)OC. Drug 2: CC1=C(C(=CC=C1)Cl)NC(=O)C2=CN=C(S2)NC3=CC(=NC(=N3)C)N4CCN(CC4)CCO. Cell line: SF-295. Synergy scores: CSS=2.61, Synergy_ZIP=-1.02, Synergy_Bliss=0.198, Synergy_Loewe=-0.941, Synergy_HSA=0.359. (2) Drug 1: CCC1(CC2CC(C3=C(CCN(C2)C1)C4=CC=CC=C4N3)(C5=C(C=C6C(=C5)C78CCN9C7C(C=CC9)(C(C(C8N6C)(C(=O)OC)O)OC(=O)C)CC)OC)C(=O)OC)O.OS(=O)(=O)O. Drug 2: C1C(C(OC1N2C=NC(=NC2=O)N)CO)O. Cell line: HCT116. Synergy scores: CSS=28.4, Synergy_ZIP=8.08, Synergy_Bliss=10.7, Synergy_Loewe=5.57, Synergy_HSA=7.32. (3) Drug 1: CN(CCCl)CCCl.Cl. Drug 2: CC12CCC3C(C1CCC2OP(=O)(O)O)CCC4=C3C=CC(=C4)OC(=O)N(CCCl)CCCl.[Na+]. Cell line: BT-549. Synergy scores: CSS=13.8, Synergy_ZIP=-6.83, Synergy_Bliss=-5.19, Synergy_Loewe=-33.0, Synergy_HSA=-3.64. (4) Drug 1: C1=NC2=C(N=C(N=C2N1C3C(C(C(O3)CO)O)F)Cl)N. Drug 2: C1C(C(OC1N2C=NC(=NC2=O)N)CO)O. Cell line: CCRF-CEM. Synergy scores: CSS=78.9, Synergy_ZIP=-0.843, Synergy_Bliss=-0.587, Synergy_Loewe=3.37, Synergy_HSA=5.65. (5) Drug 1: CC(CN1CC(=O)NC(=O)C1)N2CC(=O)NC(=O)C2. Drug 2: CC1CCCC2(C(O2)CC(NC(=O)CC(C(C(=O)C(C1O)C)(C)C)O)C(=CC3=CSC(=N3)C)C)C. Cell line: DU-145. Synergy scores: CSS=2.01, Synergy_ZIP=-4.48, Synergy_Bliss=-3.00, Synergy_Loewe=-4.17, Synergy_HSA=-4.47.